Dataset: Catalyst prediction with 721,799 reactions and 888 catalyst types from USPTO. Task: Predict which catalyst facilitates the given reaction. Reactant: [F:1][C:2]([F:21])([F:20])[C:3]([NH:5][CH2:6][C:7]1[C:8]([F:19])=[CH:9][C:10]([Cl:18])=[C:11]([CH:17]=1)[C:12]([N:14]=[C:15]=[O:16])=O)=[O:4].[F:22][C:23]1[CH:28]=[CH:27][C:26]([NH:29][NH:30]C(OC(C)(C)C)=O)=[CH:25][C:24]=1[C:38]([F:41])([F:40])[F:39].C(O)(C(F)(F)F)=O. Product: [Cl:18][C:10]1[C:11]([C:12]2[NH:14][C:15](=[O:16])[N:29]([C:26]3[CH:27]=[CH:28][C:23]([F:22])=[C:24]([C:38]([F:39])([F:40])[F:41])[CH:25]=3)[N:30]=2)=[CH:17][C:7]([CH2:6][NH:5][C:3](=[O:4])[C:2]([F:21])([F:20])[F:1])=[C:8]([F:19])[CH:9]=1. The catalyst class is: 2.